From a dataset of Full USPTO retrosynthesis dataset with 1.9M reactions from patents (1976-2016). Predict the reactants needed to synthesize the given product. (1) Given the product [Cl:1][C:2]1[CH:3]=[C:4]([CH:8]=[C:9]([OH:11])[CH:10]=1)[C:5]([O:7][CH3:12])=[O:6], predict the reactants needed to synthesize it. The reactants are: [Cl:1][C:2]1[CH:3]=[C:4]([CH:8]=[C:9]([OH:11])[CH:10]=1)[C:5]([OH:7])=[O:6].[CH3:12]O. (2) The reactants are: [F:1][C:2]1[CH:3]=[CH:4][C:5]([CH:27]=[CH2:28])=[C:6]([C:8]2[C:13]([C:14]#[N:15])=[CH:12][C:11]([C:16]([F:19])([F:18])[F:17])=[CH:10][C:9]=2[C:20]2[CH:25]=[CH:24][C:23]([OH:26])=[CH:22][CH:21]=2)[CH:7]=1.[NH2:29][OH:30]. Given the product [F:1][C:2]1[CH:3]=[CH:4][C:5]([CH:27]=[CH2:28])=[C:6]([C:8]2[C:13]([C:14](=[N:29][OH:30])[NH2:15])=[CH:12][C:11]([C:16]([F:18])([F:19])[F:17])=[CH:10][C:9]=2[C:20]2[CH:25]=[CH:24][C:23]([OH:26])=[CH:22][CH:21]=2)[CH:7]=1, predict the reactants needed to synthesize it.